This data is from Drug-target binding data from BindingDB using IC50 measurements. The task is: Regression. Given a target protein amino acid sequence and a drug SMILES string, predict the binding affinity score between them. We predict pIC50 (pIC50 = -log10(IC50 in M); higher means more potent). Dataset: bindingdb_ic50. (1) The compound is O=C1CC2(C(=O)N1)C(=O)N(Cc1ccc(Br)cc1F)C(=O)c1cc(Br)cn12. The target protein (P80276) has sequence MASHLVLYTGAKMPILGLGTWKSPPGKVTEAVKVAIDLGYRHIDCAHVYQNENEVGLGLQEKLQGQVVKREDLFIVSKLWCTDHEKNLVKGACQTTLRDLKLDYLDLYLIHWPTGFKPGKDPFPLDGDGNVVPDESDFVETWEAMEELVDEGLVKAIGVSNFNHLQVEKILNKPGLKYKPAVNQIEVHPYLTQEKLIEYCKSKGIVVTAYSPLGSPDRPWAKPEDPSLLEDPRIKAIAAKYNKTTAQVLIRFPMQRNLIVIPKSVTPERIAENFQVFDFELSPEDMNTLLSYNRNWRVCALMSCASHKDYPFHEEY. The pIC50 is 7.0. (2) The target protein (P9WN95) has sequence MTPPHNYLAVIKVVGIGGGGVNAVNRMIEQGLKGVEFIAINTDAQALLMSDADVKLDVGRDSTRGLGAGADPEVGRKAAEDAKDEIEELLRGADMVFVTAGEGGGTGTGGAPVVASIARKLGALTVGVVTRPFSFEGKRRSNQAENGIAALRESCDTLIVIPNDRLLQMGDAAVSLMDAFRSADEVLLNGVQGITDLITTPGLINVDFADVKGIMSGAGTALMGIGSARGEGRSLKAAEIAINSPLLEASMEGAQGVLMSIAGGSDLGLFEINEAASLVQDAAHPDANIIFGTVIDDSLGDEVRVTVIAAGFDVSGPGRKPVMGETGGAHRIESAKAGKLTSTLFEPVDAVSVPLHTNGATLSIGGDDDDVDVPPFMRR. The compound is CCOC(=O)Nc1cc(NCCN(C)C)c2nc(-c3ccco3)c(-c3ccco3)nc2n1. The pIC50 is 4.5. (3) The small molecule is Nc1nc(OCC2CC=CCC2)c2[nH]cnc2n1. The target protein (P16455) has sequence MDKDCEMKRTTLDSPLGKLELSGCEQGLHEIKLLGKGTSAADAVEVPAPAAVLGGPEPLMQCTAWLNAYFHQPEAIEEFPVPALHHPVFQQESFTRQVLWKLLKVVKFGEVISYQQLAALAGNPKAARAVGGAMRGNPVPILIPCHRVVCSSGAVGNYSGGLAVKEWLLAHEGHRLGKPGLGGSSGLAGAWLKGAGATSGSPPAGRN. The pIC50 is 3.0. (4) The pIC50 is 5.0. The target protein (O00311) has sequence MEASLGIQMDEPMAFSPQRDRFQAEGSLKKNEQNFKLAGVKKDIEKLYEAVPQLSNVFKIEDKIGEGTFSSVYLATAQLQVGPEEKIALKHLIPTSHPIRIAAELQCLTVAGGQDNVMGVKYCFRKNDHVVIAMPYLEHESFLDILNSLSFQEVREYMLNLFKALKRIHQFGIVHRDVKPSNFLYNRRLKKYALVDFGLAQGTHDTKIELLKFVQSEAQQERCSQNKSHIITGNKIPLSGPVPKELDQQSTTKASVKRPYTNAQIQIKQGKDGKEGSVGLSVQRSVFGERNFNIHSSISHESPAVKLMKQSKTVDVLSRKLATKKKAISTKVMNSAVMRKTASSCPASLTCDCYATDKVCSICLSRRQQVAPRAGTPGFRAPEVLTKCPNQTTAIDMWSAGVIFLSLLSGRYPFYKASDDLTALAQIMTIRGSRETIQAAKTFGKSILCSKEVPAQDLRKLCERLRGMDSSTPKLTSDIQGHASHQPAISEKTDHKASCL.... The compound is Cn1c(-c2ccc(N3CCNCC3)cc2)cc2c(C#N)ccnc21. (5) The drug is NNC(=O)CCCN1C(=O)c2ccccc2NC1c1ccccc1. The target protein (P56560) has sequence MSSKCDVVVVGGGISGMAAAKLLHDSGLNVIVLEARDRVGGRTYTLRNQKVKYVDLGGSYVGPTQNHILRLSKELGLETYKVNEVERLIHHTKGKSYPFRGSFPSVWNPITYLDHNNLWRTMDDMGREIPSDAPWKAPLAEQWDLMTMKELLDKICWTESSKQLAILFVNLCVTAEIHEVSALWFLWYVKQCGGTTRIFSTSNGGQERKFVGGSGQVSERIMDLLGDRVKLERPVIHIDQTGENVLVETLNHELYEAKYVISAVPPVLGMKIHFNPPLPMMRNQLITRVPLGSVIKSIVYYKEPFWRNMDYCGSMIIEGEEAPVAYALDDTKPDGSYPAIIGFILAHKARKLARLTKEERLKKLCDLYAKVLGSQEALHPVHYEEKNWCEEQYSGGCYTSYFPPGIMTQYGRVLRQPVGRIYFAGTETATHWSGYMEGAVEAGERAAREILHAMGKIPEDEIWLPEPESVDVPAKPITTTFLQRHLPSVPGLLKLIGLTT.... The pIC50 is 8.4.